Task: Regression/Classification. Given a drug SMILES string, predict its absorption, distribution, metabolism, or excretion properties. Task type varies by dataset: regression for continuous measurements (e.g., permeability, clearance, half-life) or binary classification for categorical outcomes (e.g., BBB penetration, CYP inhibition). Dataset: cyp2d6_veith.. Dataset: CYP2D6 inhibition data for predicting drug metabolism from PubChem BioAssay (1) The drug is COC(=O)N1CCC2(CCCN(C(=O)Nc3cccc(C#N)c3)C2)CC1. The result is 0 (non-inhibitor). (2) The molecule is O=C(c1csnn1)N1CCC2(CCCN(C(c3ccccc3)c3ccccc3)C2)CC1. The result is 1 (inhibitor).